Dataset: Peptide-MHC class II binding affinity with 134,281 pairs from IEDB. Task: Regression. Given a peptide amino acid sequence and an MHC pseudo amino acid sequence, predict their binding affinity value. This is MHC class II binding data. (1) The peptide sequence is ASAAIFGHDGTVWAQ. The MHC is HLA-DQA10101-DQB10501 with pseudo-sequence HLA-DQA10101-DQB10501. The binding affinity (normalized) is 0.0525. (2) The peptide sequence is FEVDQTKIQYVIRAQ. The MHC is HLA-DQA10501-DQB10302 with pseudo-sequence HLA-DQA10501-DQB10302. The binding affinity (normalized) is 0.270. (3) The MHC is DRB5_0101 with pseudo-sequence DRB5_0101. The binding affinity (normalized) is 0.559. The peptide sequence is EEVMNIVLIALSILA. (4) The peptide sequence is AETIDTICDQCVANG. The MHC is DRB1_0101 with pseudo-sequence DRB1_0101. The binding affinity (normalized) is 0.282. (5) The binding affinity (normalized) is 0.0953. The peptide sequence is AERTVTVRRVGPGGRAV. The MHC is DRB1_0301 with pseudo-sequence DRB1_0301.